From a dataset of Catalyst prediction with 721,799 reactions and 888 catalyst types from USPTO. Predict which catalyst facilitates the given reaction. (1) Reactant: [N:1]([CH2:4][C:5]1[CH:10]=[CH:9][CH:8]=[CH:7][C:6]=1[C:11]1[N:12]=[N:13][S:14][CH:15]=1)=[N+]=[N-].C1(P(C2C=CC=CC=2)C2C=CC=CC=2)C=CC=CC=1.O. Product: [S:14]1[CH:15]=[C:11]([C:6]2[CH:7]=[CH:8][CH:9]=[CH:10][C:5]=2[CH2:4][NH2:1])[N:12]=[N:13]1. The catalyst class is: 7. (2) Reactant: Br[C:2]1[CH:3]=[CH:4][C:5]2[O:10][CH2:9][CH:8]([CH2:11][OH:12])[O:7][C:6]=2[CH:13]=1.[C:14]([Cu])#[N:15].[C-]#N.[Na+]. Product: [OH:12][CH2:11][CH:8]1[CH2:9][O:10][C:5]2[CH:4]=[CH:3][C:2]([C:14]#[N:15])=[CH:13][C:6]=2[O:7]1. The catalyst class is: 3. (3) Reactant: [NH2:1][C:2]1[CH:3]=[C:4]([CH:29]=[CH:30][CH:31]=1)[O:5][CH:6]1[CH2:11][CH2:10][N:9]([CH2:12][C:13]2[CH:18]=[CH:17][C:16]([C:19]([OH:28])([C:24]([F:27])([F:26])[F:25])[C:20]([F:23])([F:22])[F:21])=[CH:15][CH:14]=2)[CH2:8][CH2:7]1.[C:32](Cl)(=O)[O:33]C1C=CC([N+]([O-])=O)=CC=1.C(N(CC)CC)C.[NH2:52][CH2:53][C:54]([CH3:57])([OH:56])[CH3:55]. Product: [F:26][C:24]([F:27])([F:25])[C:19]([C:16]1[CH:15]=[CH:14][C:13]([CH2:12][N:9]2[CH2:10][CH2:11][CH:6]([O:5][C:4]3[CH:3]=[C:2]([NH:1][C:32]([NH:52][CH2:53][C:54]([OH:56])([CH3:57])[CH3:55])=[O:33])[CH:31]=[CH:30][CH:29]=3)[CH2:7][CH2:8]2)=[CH:18][CH:17]=1)([OH:28])[C:20]([F:21])([F:22])[F:23]. The catalyst class is: 4. (4) Reactant: [OH:1][C@H:2]1[CH2:19][CH2:18][C@:17]2([CH3:20])[C@H:4]([C:5](=[CH2:22])[CH2:6][C@H:7]3[C@H:16]2[CH2:15][CH2:14][C@:12]2([CH3:13])[C@@H:8]3[CH2:9][CH2:10][C:11]2=[O:21])[CH2:3]1.[CH:23](=O)[C:24]1[CH:29]=[CH:28][CH:27]=[CH:26][CH:25]=1.[OH-].[K+]. Product: [OH:1][C@H:2]1[CH2:19][CH2:18][C@:17]2([CH3:20])[C@H:4]([C:5](=[CH2:22])[CH2:6][C@H:7]3[C@H:16]2[CH2:15][CH2:14][C@:12]2([CH3:13])[C@@H:8]3[CH2:9][C:10](=[CH:23][C:24]3[CH:29]=[CH:28][CH:27]=[CH:26][CH:25]=3)[C:11]2=[O:21])[CH2:3]1. The catalyst class is: 14. (5) Reactant: [F:1][C:2]1[CH:7]=[CH:6][C:5]([N:8]2[C:11](=[O:12])[C@H:10]([S:13][CH2:14][C:15]([C:17]3[CH:22]=[CH:21][C:20]([F:23])=[CH:19][CH:18]=3)=[O:16])[C@H:9]2[C:24]2[CH:38]=[CH:37][C:27]([O:28][CH2:29][C:30]([NH:32][CH2:33][C:34](O)=[O:35])=[O:31])=[CH:26][CH:25]=2)=[CH:4][CH:3]=1.CN1CCOCC1.CN(C(ON1N=NC2C=CC=CC1=2)=[N+](C)C)C.[B-](F)(F)(F)F.[CH2:68]([OH:80])[C@@H:69]([OH:79])[C@@H:70]([OH:78])[C@H:71]([OH:77])[C@@H:72]([NH2:76])[C:73]([OH:75])=[O:74]. Product: [F:1][C:2]1[CH:7]=[CH:6][C:5]([N:8]2[C:11](=[O:12])[C@H:10]([S:13][CH2:14][CH:15]([C:17]3[CH:22]=[CH:21][C:20]([F:23])=[CH:19][CH:18]=3)[OH:16])[C@H:9]2[C:24]2[CH:25]=[CH:26][C:27]([O:28][CH2:29][C:30]([NH:32][CH2:33][C:34]([NH:76][C@@H:72]([C:73]([OH:75])=[O:74])[C@@H:71]([OH:77])[C@H:70]([OH:78])[C@H:69]([OH:79])[CH2:68][OH:80])=[O:35])=[O:31])=[CH:37][CH:38]=2)=[CH:4][CH:3]=1. The catalyst class is: 16. (6) Reactant: O[CH:2]([C:20]1[CH:25]=[CH:24][CH:23]=[CH:22][CH:21]=1)[C:3]1[CH:19]=[CH:18][C:6]([O:7][CH2:8][C:9]2[O:13][C:12]([C:14]([O:16][CH3:17])=[O:15])=[CH:11][CH:10]=2)=[CH:5][CH:4]=1.C1(P([N:40]=[N+:41]=[N-:42])(C2C=CC=CC=2)=O)C=CC=CC=1.C1CCN2C(=NCCC2)CC1. Product: [N:40]([CH:2]([C:20]1[CH:25]=[CH:24][CH:23]=[CH:22][CH:21]=1)[C:3]1[CH:19]=[CH:18][C:6]([O:7][CH2:8][C:9]2[O:13][C:12]([C:14]([O:16][CH3:17])=[O:15])=[CH:11][CH:10]=2)=[CH:5][CH:4]=1)=[N+:41]=[N-:42]. The catalyst class is: 11. (7) The catalyst class is: 8. Product: [Br:1][C:2]1[CH:3]=[C:4]([CH:5]2[C:22]3[C:21](=[O:27])[NH:20][CH2:25][CH2:24][C:23]=3[NH:32][C:7]([CH3:8])=[C:6]2[C:10](=[O:15])[CH2:11][CH:12]([CH3:14])[CH3:13])[CH:16]=[CH:17][C:18]=1[F:19]. Reactant: [Br:1][C:2]1[CH:3]=[C:4]([CH:16]=[CH:17][C:18]=1[F:19])[CH:5]=[C:6]([C:10](=[O:15])[CH2:11][CH:12]([CH3:14])[CH3:13])[C:7](=O)[CH3:8].[NH:20]1[CH2:25][CH2:24][C:23](=O)[CH2:22][C:21]1=[O:27].C([O-])(=O)C.[NH4+:32]. (8) The catalyst class is: 15. Reactant: [CH3:1][O:2][C:3](=[O:14])[C:4](=O)[CH:5]=[CH:6][C:7]1[S:8][C:9]([Br:12])=[CH:10][CH:11]=1.Cl.[Cl:16][C:17]1[CH:22]=[CH:21][CH:20]=[CH:19][C:18]=1[NH:23][NH2:24]. Product: [CH3:1][O:2][C:3]([C:4]1[CH2:5][CH:6]([C:7]2[S:8][C:9]([Br:12])=[CH:10][CH:11]=2)[N:23]([C:18]2[CH:19]=[CH:20][CH:21]=[CH:22][C:17]=2[Cl:16])[N:24]=1)=[O:14]. (9) Reactant: [CH2:1]([N:8]([CH2:21][C:22]1[CH:27]=[CH:26][CH:25]=[CH:24][CH:23]=1)[C:9]1[CH:10]=[C:11]2[C:16](=[CH:17][C:18]=1[F:19])[C:15]([NH2:20])=[N:14][CH:13]=[CH:12]2)[C:2]1[CH:7]=[CH:6][CH:5]=[CH:4][CH:3]=1.[O:28](C(OC(C)(C)C)=O)[C:29]([O:31][C:32]([CH3:35])([CH3:34])[CH3:33])=O. Product: [C:32]([O:31][C:29]([N:20]([C:15]1[C:16]2[C:11](=[CH:10][C:9]([N:8]([CH2:1][C:2]3[CH:3]=[CH:4][CH:5]=[CH:6][CH:7]=3)[CH2:21][C:22]3[CH:27]=[CH:26][CH:25]=[CH:24][CH:23]=3)=[C:18]([F:19])[CH:17]=2)[CH:12]=[CH:13][N:14]=1)[C:29](=[O:28])[O:31][C:32]([CH3:35])([CH3:34])[CH3:33])=[O:28])([CH3:35])([CH3:34])[CH3:33]. The catalyst class is: 616. (10) The catalyst class is: 3. Reactant: C(OC1C=CC(CCCl)=C([NH:18][C:19]([C:21]2[O:22][C:23]3C=CC(N)=C[C:24]=3[CH:25]=2)=[O:20])C=1)C1C=CC=CC=1.CC[N:33]=C=NCCCN(C)C.O.ON1C2C=CC=CC=2N=N1. Product: [CH2:25]([CH2:21][C:19]([NH2:18])=[O:20])[CH2:24][C:23]([NH2:33])=[O:22].